The task is: Predict the product of the given reaction.. This data is from Forward reaction prediction with 1.9M reactions from USPTO patents (1976-2016). (1) Given the reactants [C:1]12([C:11]3[CH:16]=[C:15]([Br:17])[CH:14]=[CH:13][C:12]=3[OH:18])[CH2:10][CH:5]3[CH2:6][CH:7]([CH2:9][CH:3]([CH2:4]3)[CH2:2]1)[CH2:8]2.[H-].[Na+].[CH3:21][O:22][CH2:23]Cl, predict the reaction product. The product is: [C:1]12([C:11]3[CH:16]=[C:15]([Br:17])[CH:14]=[CH:13][C:12]=3[O:18][CH2:21][O:22][CH3:23])[CH2:2][CH:3]3[CH2:9][CH:7]([CH2:6][CH:5]([CH2:4]3)[CH2:10]1)[CH2:8]2. (2) The product is: [C:1]1([CH:7]2[CH2:12][O:11][CH2:10][CH2:9][N:8]2[C:13]([O:15][C:16]([CH3:19])([CH3:18])[CH3:17])=[O:14])[CH:2]=[CH:3][CH:4]=[CH:5][CH:6]=1. Given the reactants [C:1]1([C:7]2[N:8]([C:13]([O:15][C:16]([CH3:19])([CH3:18])[CH3:17])=[O:14])[CH2:9][CH2:10][O:11][CH:12]=2)[CH:6]=[CH:5][CH:4]=[CH:3][CH:2]=1, predict the reaction product. (3) Given the reactants Br[C:2]1[CH:7]=[CH:6][C:5]([CH:8]([NH:10][C:11](=[O:13])[CH3:12])[CH3:9])=[CH:4][CH:3]=1.CNCCNC.[Na+].[I-:21], predict the reaction product. The product is: [I:21][C:2]1[CH:7]=[CH:6][C:5]([CH:8]([NH:10][C:11](=[O:13])[CH3:12])[CH3:9])=[CH:4][CH:3]=1.